This data is from Full USPTO retrosynthesis dataset with 1.9M reactions from patents (1976-2016). The task is: Predict the reactants needed to synthesize the given product. (1) Given the product [CH3:18][CH:19]([CH3:35])[C:20]([NH:22][C:23]1[CH:28]=[CH:27][CH:26]=[C:25]([CH:29]2[CH2:34][CH2:33][N:32]([CH2:12][C:10]3[S:11][C:7]([C:6]4[N:2]([CH3:1])[N:3]=[C:4]([C:14]([F:17])([F:16])[F:15])[CH:5]=4)=[CH:8][CH:9]=3)[CH2:31][CH2:30]2)[CH:24]=1)=[O:21], predict the reactants needed to synthesize it. The reactants are: [CH3:1][N:2]1[C:6]([C:7]2[S:11][C:10]([CH:12]=O)=[CH:9][CH:8]=2)=[CH:5][C:4]([C:14]([F:17])([F:16])[F:15])=[N:3]1.[CH3:18][CH:19]([CH3:35])[C:20]([NH:22][C:23]1[CH:28]=[CH:27][CH:26]=[C:25]([CH:29]2[CH2:34][CH2:33][NH:32][CH2:31][CH2:30]2)[CH:24]=1)=[O:21]. (2) Given the product [CH3:21][C:19]1[N:20]=[C:16]([NH:15][C:4]([C:6]2[C:11]([CH3:12])=[C:10]([Br:13])[CH:9]=[C:8]([CH3:14])[N:7]=2)=[O:5])[S:17][CH:18]=1, predict the reactants needed to synthesize it. The reactants are: C(O[C:4]([C:6]1[C:11]([CH3:12])=[C:10]([Br:13])[CH:9]=[C:8]([CH3:14])[N:7]=1)=[O:5])C.[NH2:15][C:16]1[S:17][CH:18]=[C:19]([CH3:21])[N:20]=1. (3) Given the product [C:44]([C:9]1[C:10]([C:25]2[CH:30]=[CH:29][C:28]([N:31]3[CH2:36][CH2:35][N:34]([C:37]([O:39][C:40]([CH3:43])([CH3:41])[CH3:42])=[O:38])[CH2:33][CH2:32]3)=[CH:27][CH:26]=2)=[C:11]2[C:16]([CH3:17])=[N:15][NH:14][C:12]2=[N:13][C:8]=1[C:5]1[CH:6]=[CH:7][C:2]([NH:1][CH3:47])=[CH:3][C:4]=1[F:46])#[N:45], predict the reactants needed to synthesize it. The reactants are: [NH2:1][C:2]1[CH:7]=[CH:6][C:5]([C:8]2[N:13]=[C:12]3[N:14](C(OC(C)(C)C)=O)[N:15]=[C:16]([CH3:17])[C:11]3=[C:10]([C:25]3[CH:30]=[CH:29][C:28]([N:31]4[CH2:36][CH2:35][N:34]([C:37]([O:39][C:40]([CH3:43])([CH3:42])[CH3:41])=[O:38])[CH2:33][CH2:32]4)=[CH:27][CH:26]=3)[C:9]=2[C:44]#[N:45])=[C:4]([F:46])[CH:3]=1.[CH3:47][O-].[Na+].C=O.[BH4-].[Na+]. (4) The reactants are: [Cl:1][C:2]1[CH:7]=[CH:6][C:5]([S:8][C:9]2[C:14]([F:15])=[CH:13][CH:12]=[CH:11][C:10]=2[CH2:16][CH2:17][C:18]([OH:20])=O)=[CH:4][CH:3]=1.[NH2:21][CH2:22][CH2:23][CH2:24][CH2:25][OH:26]. Given the product [Cl:1][C:2]1[CH:3]=[CH:4][C:5]([S:8][C:9]2[C:14]([F:15])=[CH:13][CH:12]=[CH:11][C:10]=2[CH2:16][CH2:17][C:18]([NH:21][CH2:22][CH2:23][CH2:24][CH2:25][OH:26])=[O:20])=[CH:6][CH:7]=1, predict the reactants needed to synthesize it. (5) The reactants are: [CH3:1][N:2]1[C:6]([C:7]([O:9]C)=[O:8])=[C:5]([CH3:11])[CH:4]=[N:3]1.Cl. Given the product [CH3:1][N:2]1[C:6]([C:7]([OH:9])=[O:8])=[C:5]([CH3:11])[CH:4]=[N:3]1, predict the reactants needed to synthesize it. (6) Given the product [CH2:31]([O:30][C:28](=[O:29])[CH:27]([NH:26][C:23]([C:21]1[C:15]2[O:16][CH2:17][CH2:18][CH2:19][CH2:20][C:14]=2[CH:13]=[C:12]([C:4]2[CH:5]=[C:6]([C:8](=[O:11])[NH:9][CH3:10])[CH:7]=[C:2]([F:1])[CH:3]=2)[CH:22]=1)=[O:24])[CH2:33][C:34]1[C:42]2[C:37](=[CH:38][C:39]([F:44])=[C:40]([F:43])[CH:41]=2)[NH:36][CH:35]=1)[CH3:32], predict the reactants needed to synthesize it. The reactants are: [F:1][C:2]1[CH:3]=[C:4]([C:12]2[CH:22]=[C:21]([C:23](O)=[O:24])[C:15]3[O:16][CH2:17][CH2:18][CH2:19][CH2:20][C:14]=3[CH:13]=2)[CH:5]=[C:6]([C:8](=[O:11])[NH:9][CH3:10])[CH:7]=1.[NH2:26][CH:27]([CH2:33][C:34]1[C:42]2[C:37](=[CH:38][C:39]([F:44])=[C:40]([F:43])[CH:41]=2)[NH:36][CH:35]=1)[C:28]([O:30][CH2:31][CH3:32])=[O:29].C(Cl)CCl.C1C=CC2N(O)N=NC=2C=1. (7) Given the product [CH3:18][O:17][C:3]1[CH:4]=[C:5]([C:8]([N:10]2[CH2:15][CH2:14][N:13]([CH3:16])[CH2:12][CH2:11]2)=[O:9])[CH:6]=[CH:7][C:2]=1[B:25]1[O:29][C:28]([CH3:31])([CH3:30])[C:27]([CH3:33])([CH3:32])[O:26]1, predict the reactants needed to synthesize it. The reactants are: Br[C:2]1[CH:7]=[CH:6][C:5]([C:8]([N:10]2[CH2:15][CH2:14][N:13]([CH3:16])[CH2:12][CH2:11]2)=[O:9])=[CH:4][C:3]=1[O:17][CH3:18].O1CCOCC1.[B:25]1([B:25]2[O:29][C:28]([CH3:31])([CH3:30])[C:27]([CH3:33])([CH3:32])[O:26]2)[O:29][C:28]([CH3:31])([CH3:30])[C:27]([CH3:33])([CH3:32])[O:26]1.CC([O-])=O.[K+].